From a dataset of Reaction yield outcomes from USPTO patents with 853,638 reactions. Predict the reaction yield, written as a fraction of the theoretical maximum amount of product (1.0 means a 100% yield; for example, 0.34 means a 34% yield). The reactants are [F:1][C:2]1[CH:3]=[C:4]([CH:8]=[CH:9][C:10]=1[F:11])[C:5]([OH:7])=O.O=S(Cl)Cl.Cl.[NH:17]1[CH2:20][CH2:19][CH2:18]1.C(N(CC)CC)C. The catalyst is C(Cl)Cl.CN(C=O)C. The product is [N:17]1([C:5]([C:4]2[CH:8]=[CH:9][C:10]([F:11])=[C:2]([F:1])[CH:3]=2)=[O:7])[CH2:20][CH2:19][CH2:18]1. The yield is 0.480.